From a dataset of Reaction yield outcomes from USPTO patents with 853,638 reactions. Predict the reaction yield, written as a fraction of the theoretical maximum amount of product (1.0 means a 100% yield; for example, 0.34 means a 34% yield). (1) The reactants are [CH2:1]([O:8][N:9]1[C:15](=[O:16])[N:14]2[CH2:17][C@H:10]1[CH2:11][CH2:12][C@H:13]2[C:18]([OH:20])=O)[C:2]1[CH:7]=[CH:6][CH:5]=[CH:4][CH:3]=1.C(N(CC)CC)C.ClC(OCC(C)C)=O.[C:36]([NH:40][NH2:41])(=[O:39])[CH2:37][CH3:38]. The catalyst is O1CCCC1. The product is [CH2:1]([O:8][N:9]1[C:15](=[O:16])[N:14]2[CH2:17][C@H:10]1[CH2:11][CH2:12][C@H:13]2[C:18]([NH:41][NH:40][C:36](=[O:39])[CH2:37][CH3:38])=[O:20])[C:2]1[CH:3]=[CH:4][CH:5]=[CH:6][CH:7]=1. The yield is 0.960. (2) The reactants are [CH3:1][O:2][C:3]1[CH:4]=[C:5]2[C:10](=[CH:11][C:12]=1[O:13][CH3:14])[N:9]=[CH:8][CH:7]=[C:6]2[O:15][C:16]1[CH:22]=[CH:21][C:19]([NH2:20])=[CH:18][CH:17]=1.Cl[C:24](Cl)([O:26][C:27](=[O:33])OC(Cl)(Cl)Cl)Cl.[CH:35]1(CO)[CH2:38][CH2:37][CH2:36]1.C(=O)(O)[O-].[Na+]. The catalyst is C(Cl)Cl.C(N(CC)CC)C.C1(C)C=CC=CC=1. The product is [CH3:1][O:2][C:3]1[CH:4]=[C:5]2[C:10](=[CH:11][C:12]=1[O:13][CH3:14])[N:9]=[CH:8][CH:7]=[C:6]2[O:15][C:16]1[CH:22]=[CH:21][C:19]([NH:20][C:27](=[O:33])[O:26][CH2:24][CH:35]2[CH2:38][CH2:37][CH2:36]2)=[CH:18][CH:17]=1. The yield is 0.640. (3) The reactants are [CH:1]1([N:6]2[C:11]3[N:12]=[C:13](S(C)=O)[N:14]=[CH:15][C:10]=3[CH:9]=[C:8]([CH2:19][O:20][CH2:21][CH3:22])[C:7]2=[O:23])[CH2:5][CH2:4][CH2:3][CH2:2]1.[N:24]1([C:30]2[CH:31]=[N:32][C:33]([NH2:36])=[CH:34][CH:35]=2)[CH2:29][CH2:28][CH2:27][CH2:26][CH2:25]1. The catalyst is C1(C)C=CC=CC=1. The product is [CH:1]1([N:6]2[C:11]3[N:12]=[C:13]([NH:36][C:33]4[N:32]=[CH:31][C:30]([N:24]5[CH2:29][CH2:28][CH2:27][CH2:26][CH2:25]5)=[CH:35][CH:34]=4)[N:14]=[CH:15][C:10]=3[CH:9]=[C:8]([CH2:19][O:20][CH2:21][CH3:22])[C:7]2=[O:23])[CH2:5][CH2:4][CH2:3][CH2:2]1. The yield is 0.152. (4) The reactants are [F:1][C:2]1[CH:7]=[C:6]([N+:8]([O-])=O)[C:5]([F:11])=[CH:4][C:3]=1[N:12]1[CH2:17][CH2:16][O:15][CH2:14][CH2:13]1. The catalyst is CCO.[Pd]. The product is [F:11][C:5]1[CH:4]=[C:3]([N:12]2[CH2:17][CH2:16][O:15][CH2:14][CH2:13]2)[C:2]([F:1])=[CH:7][C:6]=1[NH2:8]. The yield is 0.910.